From a dataset of Reaction yield outcomes from USPTO patents with 853,638 reactions. Predict the reaction yield, written as a fraction of the theoretical maximum amount of product (1.0 means a 100% yield; for example, 0.34 means a 34% yield). The reactants are Cl.[CH3:2][NH:3][CH3:4].C(N(CC)C(C)C)(C)C.[C:14]([C:16]1[CH:17]=[C:18]([C:22]#[C:23][C:24]2[CH:25]=[CH:26][C:27]([F:33])=[C:28]([CH:32]=2)[C:29]([OH:31])=O)[CH:19]=[N:20][CH:21]=1)#[N:15].O.ON1C2C=CC=CC=2N=N1. The catalyst is CN(C)C=O.C(OCC)(=O)C. The product is [C:14]([C:16]1[CH:17]=[C:18]([C:22]#[C:23][C:24]2[CH:25]=[CH:26][C:27]([F:33])=[C:28]([CH:32]=2)[C:29]([N:3]([CH3:4])[CH3:2])=[O:31])[CH:19]=[N:20][CH:21]=1)#[N:15]. The yield is 0.630.